Dataset: Forward reaction prediction with 1.9M reactions from USPTO patents (1976-2016). Task: Predict the product of the given reaction. (1) Given the reactants Br[C:2]1[C:7]([O:8][C:9]2[CH:16]=[CH:15][C:12]([C:13]#[N:14])=[CH:11][CH:10]=2)=[C:6]([CH:17]([CH2:19][CH3:20])[CH3:18])[C:5]([O:21][CH3:22])=[CH:4][CH:3]=1.C([O-])(=O)C.[Na+], predict the reaction product. The product is: [CH:17]([C:6]1[C:7]2[O:8][C:9]3[CH:16]=[CH:15][C:12]([C:13]#[N:14])=[CH:11][C:10]=3[C:2]=2[CH:3]=[CH:4][C:5]=1[O:21][CH3:22])([CH2:19][CH3:20])[CH3:18]. (2) Given the reactants S(O)(O)(=O)=O.[NH2:6][CH2:7][C:8]#[N:9].C(Cl)Cl.C(N(CC)C(C)C)(C)C.[CH2:22]([N:29]=[C:30]=[O:31])[C:23]1[CH:28]=[CH:27][CH:26]=[CH:25][CH:24]=1, predict the reaction product. The product is: [CH2:22]([NH:29][C:30]([NH:9][CH2:8][C:7]#[N:6])=[O:31])[C:23]1[CH:28]=[CH:27][CH:26]=[CH:25][CH:24]=1. (3) Given the reactants Cl[C:2]1[CH:7]=[CH:6][N:5]=[C:4]2[CH2:8][CH2:9][CH2:10][C:3]=12.[CH3:11][OH:12].C[O-].[Na+], predict the reaction product. The product is: [CH3:11][O:12][C:2]1[CH:7]=[CH:6][N:5]=[C:4]2[CH2:8][CH2:9][CH2:10][C:3]=12. (4) Given the reactants C([O:8][N:9]1[C:15](=[O:16])[N:14]2[CH2:17][C@H:10]1[CH2:11][CH2:12][C@H:13]2[C:18]([NH:20][O:21][C@@H:22]1[CH2:26][C:25](=[O:27])[NH:24][CH2:23]1)=[O:19])C1C=CC=CC=1.[H][H], predict the reaction product. The product is: [OH:8][N:9]1[C:15](=[O:16])[N:14]2[CH2:17][C@H:10]1[CH2:11][CH2:12][C@H:13]2[C:18]([NH:20][O:21][C@@H:22]1[CH2:26][C:25](=[O:27])[NH:24][CH2:23]1)=[O:19]. (5) Given the reactants [CH:1]1[C:6]([CH2:7][CH2:8][C:9]2[C:13]3[C:14]([NH:16][C:17]([NH2:19])=[N:18][C:12]=3[NH:11][CH:10]=2)=[O:15])=[CH:5][CH:4]=[C:3]([C:20]([NH:22][C@@H:23]([C:29]([OH:31])=[O:30])[CH2:24][CH2:25][C:26]([OH:28])=[O:27])=[O:21])[CH:2]=1.[Na].[OH-:33].[Na+:34].[CH:35]1[C:40]([CH2:41][CH2:42][C:43]2[C:47]3[C:48]([NH:50][C:51]([NH2:53])=[N:52][C:46]=3[NH:45][CH:44]=2)=[O:49])=[CH:39][CH:38]=[C:37]([C:54]([NH:56][C@@H:57]([C:63]([O-:65])=[O:64])[CH2:58][CH2:59][C:60]([O-:62])=[O:61])=[O:55])[CH:36]=1.[Na+].[Na+], predict the reaction product. The product is: [CH:5]1[C:6]([CH2:7][CH2:8][C:9]2[C:13]3[C:14]([NH:16][C:17]([NH2:19])=[N:18][C:12]=3[NH:11][CH:10]=2)=[O:15])=[CH:1][CH:2]=[C:3]([C:20]([NH:22][C@@H:23]([C:29]([O-:31])=[O:30])[CH2:24][CH2:25][C:26]([O-:28])=[O:27])=[O:21])[CH:4]=1.[Na+:34].[Na+:34].[CH:39]1[C:40]([CH2:41][CH2:42][C:43]2[C:47]3[C:48]([N:50]=[C:51]([NH2:53])[NH:52][C:46]=3[NH:45][CH:44]=2)=[O:49])=[CH:35][CH:36]=[C:37]([C:54]([NH:56][C@H:57]([C:63]([O-:65])=[O:64])[CH2:58][CH2:59][C:60]([O-:62])=[O:61])=[O:55])[CH:38]=1.[OH2:33].[OH2:15].[OH2:15].[OH2:15].[OH2:15].[OH2:15].[OH2:15].[Na+:34].[Na+:34]. (6) The product is: [Cl:1][C:2]1[CH:3]=[C:4]([O:12][C:13]2[C:21]([F:22])=[CH:20][C:16]([C:17]([NH:19][S:36]([N:35]([CH3:40])[CH3:34])(=[O:38])=[O:37])=[O:18])=[C:15]([F:23])[CH:14]=2)[CH:5]=[N:6][C:7]=1[O:8][CH:9]([CH3:11])[CH3:10]. Given the reactants [Cl:1][C:2]1[CH:3]=[C:4]([O:12][C:13]2[C:21]([F:22])=[CH:20][C:16]([C:17]([NH2:19])=[O:18])=[C:15]([F:23])[CH:14]=2)[CH:5]=[N:6][C:7]=1[O:8][CH:9]([CH3:11])[CH3:10].C[Si]([N-][Si](C)(C)C)(C)C.[Na+].[CH3:34][N:35]([CH3:40])[S:36](Cl)(=[O:38])=[O:37].[Li+].C[Si]([N-][Si](C)(C)C)(C)C, predict the reaction product.